Dataset: Forward reaction prediction with 1.9M reactions from USPTO patents (1976-2016). Task: Predict the product of the given reaction. Given the reactants Cl[CH2:2][CH2:3][CH2:4][CH2:5][C:6]([C:8]1[CH:13]=[CH:12][C:11]([C:14]([F:17])([F:16])[F:15])=[CH:10][CH:9]=1)=[O:7].[NH:18]1[CH2:23][CH2:22][CH:21]([C:24]2[CH:25]=[C:26]([NH:30][C:31](=[O:34])[CH2:32][CH3:33])[CH:27]=[CH:28][CH:29]=2)[CH2:20][CH2:19]1, predict the reaction product. The product is: [O:7]=[C:6]([C:8]1[CH:13]=[CH:12][C:11]([C:14]([F:17])([F:16])[F:15])=[CH:10][CH:9]=1)[CH2:5][CH2:4][CH2:3][CH2:2][N:18]1[CH2:23][CH2:22][CH:21]([C:24]2[CH:25]=[C:26]([NH:30][C:31](=[O:34])[CH2:32][CH3:33])[CH:27]=[CH:28][CH:29]=2)[CH2:20][CH2:19]1.